This data is from NCI-60 drug combinations with 297,098 pairs across 59 cell lines. The task is: Regression. Given two drug SMILES strings and cell line genomic features, predict the synergy score measuring deviation from expected non-interaction effect. (1) Drug 1: CCC(=C(C1=CC=CC=C1)C2=CC=C(C=C2)OCCN(C)C)C3=CC=CC=C3.C(C(=O)O)C(CC(=O)O)(C(=O)O)O. Drug 2: C1=NC(=NC(=O)N1C2C(C(C(O2)CO)O)O)N. Cell line: NCI-H322M. Synergy scores: CSS=2.43, Synergy_ZIP=-2.49, Synergy_Bliss=1.46, Synergy_Loewe=-21.7, Synergy_HSA=-7.18. (2) Drug 2: CC(CN1CC(=O)NC(=O)C1)N2CC(=O)NC(=O)C2. Synergy scores: CSS=6.92, Synergy_ZIP=-3.27, Synergy_Bliss=-2.40, Synergy_Loewe=-3.50, Synergy_HSA=-3.48. Cell line: NCI/ADR-RES. Drug 1: C1CCN(CC1)CCOC2=CC=C(C=C2)C(=O)C3=C(SC4=C3C=CC(=C4)O)C5=CC=C(C=C5)O. (3) Drug 1: CS(=O)(=O)C1=CC(=C(C=C1)C(=O)NC2=CC(=C(C=C2)Cl)C3=CC=CC=N3)Cl. Drug 2: CCC1(CC2CC(C3=C(CCN(C2)C1)C4=CC=CC=C4N3)(C5=C(C=C6C(=C5)C78CCN9C7C(C=CC9)(C(C(C8N6C=O)(C(=O)OC)O)OC(=O)C)CC)OC)C(=O)OC)O.OS(=O)(=O)O. Cell line: SN12C. Synergy scores: CSS=23.6, Synergy_ZIP=2.80, Synergy_Bliss=8.88, Synergy_Loewe=-1.43, Synergy_HSA=8.91. (4) Drug 1: C1=CC=C(C=C1)NC(=O)CCCCCCC(=O)NO. Drug 2: C1=CN(C=N1)CC(O)(P(=O)(O)O)P(=O)(O)O. Cell line: COLO 205. Synergy scores: CSS=14.3, Synergy_ZIP=0.423, Synergy_Bliss=1.89, Synergy_Loewe=-4.84, Synergy_HSA=0.146. (5) Drug 1: CC1C(C(=O)NC(C(=O)N2CCCC2C(=O)N(CC(=O)N(C(C(=O)O1)C(C)C)C)C)C(C)C)NC(=O)C3=C4C(=C(C=C3)C)OC5=C(C(=O)C(=C(C5=N4)C(=O)NC6C(OC(=O)C(N(C(=O)CN(C(=O)C7CCCN7C(=O)C(NC6=O)C(C)C)C)C)C(C)C)C)N)C. Drug 2: CN(CC1=CN=C2C(=N1)C(=NC(=N2)N)N)C3=CC=C(C=C3)C(=O)NC(CCC(=O)O)C(=O)O. Cell line: UACC-257. Synergy scores: CSS=13.3, Synergy_ZIP=-1.72, Synergy_Bliss=-1.97, Synergy_Loewe=-24.1, Synergy_HSA=-1.69.